This data is from Reaction yield outcomes from USPTO patents with 853,638 reactions. The task is: Predict the reaction yield, written as a fraction of the theoretical maximum amount of product (1.0 means a 100% yield; for example, 0.34 means a 34% yield). (1) The reactants are [CH3:1][O:2][C:3]1[CH:4]=[C:5]([C:11]([CH3:19])([CH3:18])[C:12](=[O:17])[CH2:13][N+:14]([O-])=O)[CH:6]=[CH:7][C:8]=1[O:9][CH3:10].[H][H].[ClH:22]. The catalyst is C(O)(=O)C.[Pd]. The product is [ClH:22].[NH2:14][CH2:13][C:12](=[O:17])[C:11]([C:5]1[CH:6]=[CH:7][C:8]([O:9][CH3:10])=[C:3]([O:2][CH3:1])[CH:4]=1)([CH3:19])[CH3:18]. The yield is 0.750. (2) The reactants are [Cl:1][C:2]1[C:3](F)=[C:4]([I:14])[C:5]([O:11][CH2:12][CH3:13])=[C:6]([C:8](=[O:10])[CH3:9])[CH:7]=1.[CH2:16](O)CO. The catalyst is C1(C)C=CC=CC=1.O.C1(C)C=CC(S(O)(=O)=O)=CC=1. The product is [Cl:1][C:2]1[C:3]([CH3:16])=[C:4]([I:14])[C:5]([O:11][CH2:12][CH3:13])=[C:6]([CH:8]([OH:10])[CH3:9])[CH:7]=1. The yield is 0.990. (3) The reactants are [CH3:1][O:2][CH2:3][O:4][CH3:5].[C:6](Cl)(=[O:8])C.[OH:10][C:11]1[CH:18]=C(O)[CH:16]=[C:15]([OH:20])[C:12]=1[CH:13]=[O:14].[CH3:21]CN(C(C)C)C(C)C. The catalyst is ClCCl.[Br-].[Zn+2].[Br-]. The product is [OH:20][C:15]1[CH:16]=[C:1]([O:2][CH2:3][O:4][CH3:5])[CH:18]=[C:11]([O:10][CH2:21][O:8][CH3:6])[C:12]=1[CH:13]=[O:14]. The yield is 0.650. (4) The reactants are [CH3:1][C:2]([O:5][C:6]([NH:8][C@H:9]([C:11]([NH:13][C@@H:14]([CH2:21][CH3:22])/[CH:15]=[CH:16]/[C:17]([O:19]C)=[O:18])=[O:12])[CH3:10])=[O:7])([CH3:4])[CH3:3].[Li+].[OH-].Cl. The catalyst is C1COCC1.O. The product is [CH3:1][C:2]([O:5][C:6]([NH:8][C@H:9]([C:11]([NH:13][C@@H:14]([CH2:21][CH3:22])/[CH:15]=[CH:16]/[C:17]([OH:19])=[O:18])=[O:12])[CH3:10])=[O:7])([CH3:3])[CH3:4]. The yield is 0.810. (5) The reactants are [C:1]([O:4][CH2:5][C:6]1[CH:11]=[C:10]([O:12][CH:13]2[CH2:18][CH2:17][CH2:16][CH2:15][O:14]2)[C:9]([CH2:19][C:20]2[CH:25]=[CH:24][C:23]([O:26][CH3:27])=[CH:22][CH:21]=2)=[C:8](Br)[CH:7]=1)(=[O:3])[CH3:2].[C:29](=O)([O-])[O-].[K+].[K+].CB1OB(C)OB(C)O1.C(OCC)(=O)C. The catalyst is CN(C)C=O.[Cl-].[Na+].O.C1C=CC([P]([Pd]([P](C2C=CC=CC=2)(C2C=CC=CC=2)C2C=CC=CC=2)([P](C2C=CC=CC=2)(C2C=CC=CC=2)C2C=CC=CC=2)[P](C2C=CC=CC=2)(C2C=CC=CC=2)C2C=CC=CC=2)(C2C=CC=CC=2)C2C=CC=CC=2)=CC=1. The product is [C:1]([O:4][CH2:5][C:6]1[CH:11]=[C:10]([O:12][CH:13]2[CH2:18][CH2:17][CH2:16][CH2:15][O:14]2)[C:9]([CH2:19][C:20]2[CH:25]=[CH:24][C:23]([O:26][CH3:27])=[CH:22][CH:21]=2)=[C:8]([CH3:29])[CH:7]=1)(=[O:3])[CH3:2]. The yield is 0.850. (6) The reactants are [Br:1][C:2]1[O:6][C:5]([CH2:7][CH2:8][CH:9]([CH2:12][OH:13])[CH2:10][OH:11])=[N:4][C:3]=1[C:14]1[CH:19]=[CH:18][C:17]([C:20]([F:23])([F:22])[F:21])=[CH:16][CH:15]=1.C(N([CH2:29][CH3:30])CC)C.[C:31](Cl)(=[O:33])[CH3:32].[OH2:35]. The catalyst is C(Cl)Cl. The product is [C:31]([O:11][CH2:10][CH:9]([CH2:8][CH2:7][C:5]1[O:6][C:2]([Br:1])=[C:3]([C:14]2[CH:15]=[CH:16][C:17]([C:20]([F:23])([F:22])[F:21])=[CH:18][CH:19]=2)[N:4]=1)[CH2:12][O:13][C:29](=[O:35])[CH3:30])(=[O:33])[CH3:32]. The yield is 0.670. (7) The reactants are [C:1]([O:5][C:6]([N:8]1[CH:14]([C:15]2[NH:16][C:17]([C:20]3[CH:25]=[CH:24][C:23](Br)=[CH:22][CH:21]=3)=[CH:18][N:19]=2)[CH2:13][C:10]2([CH2:12][CH2:11]2)[CH2:9]1)=[O:7])([CH3:4])([CH3:3])[CH3:2].[C:27]([O:31][C:32]([N:34]1[CH:39]([C:40]2[NH:44][C:43]3[CH:45]=[C:46]([C:49]4[CH:54]=[CH:53][C:52](B5OC(C)(C)C(C)(C)O5)=[CH:51][CH:50]=4)[CH:47]=[CH:48][C:42]=3[N:41]=2)[CH:38]2[CH2:64][CH:35]1[CH2:36][CH2:37]2)=[O:33])([CH3:30])([CH3:29])[CH3:28].C(=O)([O-])[O-].[K+].[K+]. The catalyst is COCCOC.C(OCC)(=O)C.C1C=CC([P]([Pd]([P](C2C=CC=CC=2)(C2C=CC=CC=2)C2C=CC=CC=2)([P](C2C=CC=CC=2)(C2C=CC=CC=2)C2C=CC=CC=2)[P](C2C=CC=CC=2)(C2C=CC=CC=2)C2C=CC=CC=2)(C2C=CC=CC=2)C2C=CC=CC=2)=CC=1. The product is [C:27]([O:31][C:32]([N:34]1[CH:39]([C:40]2[NH:44][C:43]3[CH:45]=[C:46]([C:49]4[CH:54]=[CH:53][C:52]([C:23]5[CH:22]=[CH:21][C:20]([C:17]6[NH:16][C:15]([CH:14]7[CH2:13][C:10]8([CH2:11][CH2:12]8)[CH2:9][N:8]7[C:6]([O:5][C:1]([CH3:3])([CH3:2])[CH3:4])=[O:7])=[N:19][CH:18]=6)=[CH:25][CH:24]=5)=[CH:51][CH:50]=4)[CH:47]=[CH:48][C:42]=3[N:41]=2)[CH:38]2[CH2:64][CH:35]1[CH2:36][CH2:37]2)=[O:33])([CH3:30])([CH3:28])[CH3:29]. The yield is 0.260. (8) The reactants are [CH3:1][O:2][CH2:3][CH2:4][CH2:5][OH:6].[C:7]1([CH3:17])[CH:12]=[CH:11][C:10]([S:13](Cl)(=[O:15])=[O:14])=[CH:9][CH:8]=1. The catalyst is CN(C)C1C=CN=CC=1.N1C=CC=CC=1. The product is [CH3:17][C:7]1[CH:12]=[CH:11][C:10]([S:13]([O:6][CH2:5][CH2:4][CH2:3][O:2][CH3:1])(=[O:15])=[O:14])=[CH:9][CH:8]=1. The yield is 0.760. (9) The reactants are [NH2:1][C:2]1[CH:6]=[C:5]([C:7]2[CH:12]=[CH:11][C:10]([C:13]([F:16])([F:15])[F:14])=[CH:9][CH:8]=2)[NH:4][N:3]=1.[OH-].[K+].[C:19](O[C:19]([O:21][C:22]([CH3:25])([CH3:24])[CH3:23])=[O:20])([O:21][C:22]([CH3:25])([CH3:24])[CH3:23])=[O:20]. The catalyst is C(Cl)Cl. The product is [C:22]([O:21][C:19]([N:4]1[C:5]([C:7]2[CH:8]=[CH:9][C:10]([C:13]([F:14])([F:16])[F:15])=[CH:11][CH:12]=2)=[CH:6][C:2]([NH2:1])=[N:3]1)=[O:20])([CH3:25])([CH3:24])[CH3:23]. The yield is 0.690.